From a dataset of Catalyst prediction with 721,799 reactions and 888 catalyst types from USPTO. Predict which catalyst facilitates the given reaction. (1) The catalyst class is: 7. Product: [F:7][C:8]([F:27])([F:26])[S:9]([O:28][C:29]1[CH:36]=[CH:35][C:32]([C:33]#[N:34])=[C:31]([S:37][CH3:38])[N:30]=1)(=[O:11])=[O:10]. Reactant: CC([O-])(C)C.[K+].[F:7][C:8]([F:27])([F:26])[S:9](N(C1C=CC=CC=1)[S:9]([C:8]([F:27])([F:26])[F:7])(=[O:11])=[O:10])(=[O:11])=[O:10].[OH:28][C:29]1[CH:36]=[CH:35][C:32]([C:33]#[N:34])=[C:31]([S:37][CH3:38])[N:30]=1.O. (2) Reactant: [F:1][C:2]([F:20])([F:19])[C:3]([N:5]1[CH2:11][CH:10]([CH3:12])[C:9]2[CH:13]=[C:14]([Cl:18])[C:15]([OH:17])=[CH:16][C:8]=2[CH2:7][CH2:6]1)=[O:4].[CH2:21](Br)[CH:22]=[CH2:23].C1CCN2C(=NCCC2)CC1. Product: [F:20][C:2]([F:19])([F:1])[C:3]([N:5]1[CH2:11][CH:10]([CH3:12])[C:9]2[CH:13]=[C:14]([Cl:18])[C:15]([O:17][CH2:23][CH:22]=[CH2:21])=[CH:16][C:8]=2[CH2:7][CH2:6]1)=[O:4]. The catalyst class is: 317. (3) Reactant: [CH2:1]([O:3][C:4](=[O:12])[CH2:5][C:6](=[O:11])[C:7]([F:10])([F:9])[F:8])[CH3:2].[Br:13]Br. Product: [CH2:1]([O:3][C:4](=[O:12])[CH:5]([Br:13])[C:6](=[O:11])[C:7]([F:10])([F:8])[F:9])[CH3:2]. The catalyst class is: 53. (4) Reactant: [NH:1]1[C:5]2[CH:6]=[CH:7][CH:8]=[CH:9][C:4]=2[N:3]=[C:2]1[C:10]([C:12]1[CH:17]=[CH:16][C:15]([C:18]2[C:22]3=[N:23][CH:24]=[CH:25][CH:26]=[C:21]3[N:20]([CH2:27][CH3:28])[N:19]=2)=[CH:14][CH:13]=1)=[O:11].CI.[C:31]([O-])([O-])=O.[K+].[K+].O. Product: [CH2:27]([N:20]1[C:21]2[C:22](=[N:23][CH:24]=[CH:25][CH:26]=2)[C:18]([C:15]2[CH:14]=[CH:13][C:12]([C:10]([C:2]3[N:1]([CH3:31])[C:5]4[CH:6]=[CH:7][CH:8]=[CH:9][C:4]=4[N:3]=3)=[O:11])=[CH:17][CH:16]=2)=[N:19]1)[CH3:28]. The catalyst class is: 3.